From a dataset of Full USPTO retrosynthesis dataset with 1.9M reactions from patents (1976-2016). Predict the reactants needed to synthesize the given product. (1) Given the product [CH3:25][CH2:26][CH2:27][CH2:28][CH:29]([O:15][C:14](=[O:16])[CH2:13][CH2:12][CH2:11][C:10]1[N:2]([CH3:1])[C:3]2[CH:4]=[CH:5][C:6]([N:17]([CH2:18][CH2:19][Cl:20])[CH2:21][CH2:22][Cl:23])=[CH:7][C:8]=2[N:9]=1)[CH2:30][CH2:31][CH2:32][CH2:33][CH3:34], predict the reactants needed to synthesize it. The reactants are: [CH3:1][N:2]1[C:10]([CH2:11][CH2:12][CH2:13][C:14]([OH:16])=[O:15])=[N:9][C:8]2[CH:7]=[C:6]([N:17]([CH2:21][CH2:22][Cl:23])[CH2:18][CH2:19][Cl:20])[CH:5]=[CH:4][C:3]1=2.Cl.[CH3:25][CH2:26][CH2:27][CH2:28][CH:29](O)[CH2:30][CH2:31][CH2:32][CH2:33][CH3:34].C1(N=C=NC2CCCCC2)CCCCC1. (2) Given the product [O:25]1[CH2:26][CH2:27][N:22]([C:2]2[CH:9]=[CH:8][C:7]([N+:10]([O-:12])=[O:11])=[CH:6][C:3]=2[CH:4]=[O:5])[CH2:23][CH2:24]1, predict the reactants needed to synthesize it. The reactants are: Cl[C:2]1[CH:9]=[CH:8][C:7]([N+:10]([O-:12])=[O:11])=[CH:6][C:3]=1[CH:4]=[O:5].CCN(C(C)C)C(C)C.[NH:22]1[CH2:27][CH2:26][O:25][CH2:24][CH2:23]1.O.